From a dataset of Kir2.1 potassium channel HTS with 301,493 compounds. Binary Classification. Given a drug SMILES string, predict its activity (active/inactive) in a high-throughput screening assay against a specified biological target. The result is 0 (inactive). The drug is O=C(N(c1cc(c(cc1)C)C)CC(=O)NCc1occc1)CCC(=O)Nc1ncccc1.